Dataset: NCI-60 drug combinations with 297,098 pairs across 59 cell lines. Task: Regression. Given two drug SMILES strings and cell line genomic features, predict the synergy score measuring deviation from expected non-interaction effect. (1) Drug 1: C1=C(C(=O)NC(=O)N1)F. Drug 2: CCC1(CC2CC(C3=C(CCN(C2)C1)C4=CC=CC=C4N3)(C5=C(C=C6C(=C5)C78CCN9C7C(C=CC9)(C(C(C8N6C=O)(C(=O)OC)O)OC(=O)C)CC)OC)C(=O)OC)O.OS(=O)(=O)O. Cell line: MCF7. Synergy scores: CSS=51.5, Synergy_ZIP=-0.945, Synergy_Bliss=-0.895, Synergy_Loewe=2.37, Synergy_HSA=3.19. (2) Drug 1: C1CCC(CC1)NC(=O)N(CCCl)N=O. Drug 2: C1C(C(OC1N2C=NC3=C2NC=NCC3O)CO)O. Cell line: OVCAR3. Synergy scores: CSS=14.2, Synergy_ZIP=-4.79, Synergy_Bliss=-0.131, Synergy_Loewe=-0.865, Synergy_HSA=-0.981.